Dataset: Reaction yield outcomes from USPTO patents with 853,638 reactions. Task: Predict the reaction yield, written as a fraction of the theoretical maximum amount of product (1.0 means a 100% yield; for example, 0.34 means a 34% yield). The reactants are [F:1][C:2]1[C:15]2[NH:14][CH2:13][C:12]3[C:8]4=[C:9]([C:16](=[O:20])[N:17]([CH3:19])[CH:18]=[C:7]4[C:6]=2[CH:5]=[C:4]([F:21])[CH:3]=1)[NH:10][CH:11]=3.[C:22]([CH2:26][C:27](Cl)=[O:28])([CH3:25])([CH3:24])[CH3:23].C(N(C(C)C)C(C)C)C. The catalyst is CN(C)C1C=CN=CC=1.CC(N(C)C)=O. The product is [CH3:23][C:22]([CH3:25])([CH3:24])[CH2:26][C:27]([N:14]1[CH2:13][C:12]2[C:8]3=[C:9]([C:16](=[O:20])[N:17]([CH3:19])[CH:18]=[C:7]3[C:6]3[CH:5]=[C:4]([F:21])[CH:3]=[C:2]([F:1])[C:15]1=3)[NH:10][CH:11]=2)=[O:28]. The yield is 0.180.